Dataset: Peptide-MHC class I binding affinity with 185,985 pairs from IEDB/IMGT. Task: Regression. Given a peptide amino acid sequence and an MHC pseudo amino acid sequence, predict their binding affinity value. This is MHC class I binding data. (1) The peptide sequence is LLRRRPYPL. The MHC is HLA-B58:01 with pseudo-sequence HLA-B58:01. The binding affinity (normalized) is 0.0847. (2) The binding affinity (normalized) is 0. The MHC is Mamu-B03 with pseudo-sequence Mamu-B03. The peptide sequence is VIFPLQEGSH. (3) The peptide sequence is TPSMAMRCVG. The MHC is HLA-B07:02 with pseudo-sequence HLA-B07:02. The binding affinity (normalized) is 0.445. (4) The peptide sequence is AELLAACFA. The MHC is HLA-B45:01 with pseudo-sequence HLA-B45:01. The binding affinity (normalized) is 0.826. (5) The peptide sequence is PELGAFFAI. The MHC is HLA-B39:01 with pseudo-sequence HLA-B39:01. The binding affinity (normalized) is 0.0847. (6) The peptide sequence is AEDMLNPNY. The MHC is HLA-A26:01 with pseudo-sequence HLA-A26:01. The binding affinity (normalized) is 0. (7) The peptide sequence is ALFHKVQSY. The MHC is HLA-A26:03 with pseudo-sequence HLA-A26:03. The binding affinity (normalized) is 0.0847. (8) The peptide sequence is VTNRHEEKF. The MHC is HLA-A26:01 with pseudo-sequence HLA-A26:01. The binding affinity (normalized) is 0.213. (9) The binding affinity (normalized) is 0.0480. The peptide sequence is GSPYSWEQDL. The MHC is Patr-B0101 with pseudo-sequence Patr-B0101.